This data is from Reaction yield outcomes from USPTO patents with 853,638 reactions. The task is: Predict the reaction yield, written as a fraction of the theoretical maximum amount of product (1.0 means a 100% yield; for example, 0.34 means a 34% yield). (1) The reactants are C[O:2][C:3]1[CH:4]=[CH:5][C:6]2[C:10]([O:11][C:12]3[CH:17]=[CH:16][C:15](/[CH:18]=[CH:19]/[C:20]([O:22][CH3:23])=[O:21])=[CH:14][CH:13]=3)=[C:9]([C:24]3[CH:29]=[CH:28][C:27]([O:30]C)=[CH:26][CH:25]=3)[S:8][C:7]=2[CH:32]=1.B(Br)(Br)Br. The catalyst is C(Cl)Cl. The product is [OH:2][C:3]1[CH:4]=[CH:5][C:6]2[C:10]([O:11][C:12]3[CH:17]=[CH:16][C:15](/[CH:18]=[CH:19]/[C:20]([O:22][CH3:23])=[O:21])=[CH:14][CH:13]=3)=[C:9]([C:24]3[CH:25]=[CH:26][C:27]([OH:30])=[CH:28][CH:29]=3)[S:8][C:7]=2[CH:32]=1. The yield is 0.120. (2) The reactants are [Cl:1][C:2]1[CH:7]=[C:6]([C:8]([F:11])([F:10])[F:9])[CH:5]=[CH:4][C:3]=1[N:12]([CH2:42][CH3:43])[C:13]1[N:14]=[C:15]([C:31]2[CH:36]=[CH:35][CH:34]=[CH:33][C:32]=2[O:37][CH2:38][CH:39]2[CH2:41][CH2:40]2)[C:16]2[C:17](=[CH:19][N:20](CC3C=CC(OC)=CC=3)[N:21]=2)[N:18]=1.[H-].[Na+].O. The catalyst is CN(C)C=O. The product is [Cl:1][C:2]1[CH:7]=[C:6]([C:8]([F:10])([F:11])[F:9])[CH:5]=[CH:4][C:3]=1[N:12]([CH2:42][CH3:43])[C:13]1[N:14]=[C:15]([C:31]2[CH:36]=[CH:35][CH:34]=[CH:33][C:32]=2[O:37][CH2:38][CH:39]2[CH2:41][CH2:40]2)[C:16]2[NH:21][N:20]=[CH:19][C:17]=2[N:18]=1. The yield is 0.580. (3) The reactants are Br[C:2]1[CH:3]=[C:4]([CH3:13])[C:5](=[O:12])[N:6]([CH2:8][CH:9]2[CH2:11][CH2:10]2)[CH:7]=1.[CH3:14][C:15]1([CH3:31])[C:19]([CH3:21])([CH3:20])[O:18][B:17]([B:17]2[O:18][C:19]([CH3:21])([CH3:20])[C:15]([CH3:31])([CH3:14])[O:16]2)[O:16]1.CC([O-])=O.[K+].N#N. The catalyst is O1CCOCC1.C1C=CC(P(C2C=CC=CC=2)[C-]2C=CC=C2)=CC=1.C1C=CC(P(C2C=CC=CC=2)[C-]2C=CC=C2)=CC=1.Cl[Pd]Cl.[Fe+2].CC(=O)OCC. The product is [CH:9]1([CH2:8][N:6]2[CH:7]=[C:2]([B:17]3[O:18][C:19]([CH3:21])([CH3:20])[C:15]([CH3:31])([CH3:14])[O:16]3)[CH:3]=[C:4]([CH3:13])[C:5]2=[O:12])[CH2:11][CH2:10]1. The yield is 0.551. (4) The reactants are [H-].[Na+].[CH:3]([C@@H:6]1[C:11](=[O:12])[NH:10][CH2:9][CH2:8][N:7]1[C:13]([O:15][C:16]([CH3:19])([CH3:18])[CH3:17])=[O:14])([CH3:5])[CH3:4].[F:20][C:21]1[CH:30]=[C:29](F)[C:28]([N+:32]([O-:34])=[O:33])=[CH:27][C:22]=1[C:23]([O:25][CH3:26])=[O:24]. The catalyst is CN(C=O)C. The product is [F:20][C:21]1[C:22]([C:23]([O:25][CH3:26])=[O:24])=[CH:27][C:28]([N+:32]([O-:34])=[O:33])=[C:29]([N:10]2[CH2:9][CH2:8][N:7]([C:13]([O:15][C:16]([CH3:17])([CH3:19])[CH3:18])=[O:14])[C@H:6]([CH:3]([CH3:5])[CH3:4])[C:11]2=[O:12])[CH:30]=1. The yield is 0.663. (5) The reactants are [Cl:1][C:2]1[C:9]([Cl:10])=[CH:8][C:5]([CH:6]=[O:7])=[C:4](F)[CH:3]=1.[F:12][C:13]1[CH:18]=[CH:17][C:16]([OH:19])=[C:15]([O:20][CH3:21])[CH:14]=1.C([O-])([O-])=O.[K+].[K+]. The catalyst is CN(C=O)C.O. The product is [Cl:1][C:2]1[C:9]([Cl:10])=[CH:8][C:5]([CH:6]=[O:7])=[C:4]([O:19][C:16]2[CH:17]=[CH:18][C:13]([F:12])=[CH:14][C:15]=2[O:20][CH3:21])[CH:3]=1. The yield is 0.510. (6) The reactants are C(OC([NH:11][CH:12]([CH:16]1[CH2:21][CH2:20][O:19][CH2:18][CH2:17]1)[C:13]([OH:15])=[O:14])=O)C1C=CC=CC=1.[CH3:34][C:33]([O:32][C:30](O[C:30]([O:32][C:33]([CH3:36])([CH3:35])[CH3:34])=[O:31])=[O:31])([CH3:36])[CH3:35]. The catalyst is CCO. The product is [C:33]([O:32][C:30]([NH:11][CH:12]([CH:16]1[CH2:17][CH2:18][O:19][CH2:20][CH2:21]1)[C:13]([OH:15])=[O:14])=[O:31])([CH3:34])([CH3:35])[CH3:36]. The yield is 0.810. (7) The reactants are [CH3:1][O:2][C:3]1[C:21]([O:22][CH3:23])=[CH:20][C:6]2[N:7]([C:10]3[S:14][C:13]([C:15]([O:17][CH3:18])=[O:16])=[C:12]([OH:19])[CH:11]=3)[CH:8]=[N:9][C:5]=2[CH:4]=1.[Br:24][C:25]1[CH:32]=[CH:31][CH:30]=[CH:29][C:26]=1[CH2:27]Br. No catalyst specified. The product is [Br:24][C:25]1[CH:32]=[CH:31][CH:30]=[CH:29][C:26]=1[CH2:27][O:19][C:12]1[CH:11]=[C:10]([N:7]2[C:6]3[CH:20]=[C:21]([O:22][CH3:23])[C:3]([O:2][CH3:1])=[CH:4][C:5]=3[N:9]=[CH:8]2)[S:14][C:13]=1[C:15]([O:17][CH3:18])=[O:16]. The yield is 0.760.